From a dataset of Full USPTO retrosynthesis dataset with 1.9M reactions from patents (1976-2016). Predict the reactants needed to synthesize the given product. (1) Given the product [C:66]1([C:74]2[CH:79]=[CH:78][CH:77]=[CH:76][CH:75]=2)[CH:71]=[CH:70][CH:69]=[CH:68][C:67]=1[CH2:72][NH:73][C:20](=[O:21])[CH2:19][CH2:18][N:15]1[CH2:16][CH2:17][CH:12]([NH:11][CH2:10][C@H:9]([OH:8])[C:23]2[CH:32]=[CH:31][C:30]([OH:33])=[C:29]3[C:24]=2[CH:25]=[CH:26][C:27](=[O:34])[NH:28]3)[CH2:13][CH2:14]1, predict the reactants needed to synthesize it. The reactants are: [Si]([O:8][C@H:9]([C:23]1[CH:32]=[CH:31][C:30]([OH:33])=[C:29]2[C:24]=1[CH:25]=[CH:26][C:27](=[O:34])[NH:28]2)[CH2:10][NH:11][CH:12]1[CH2:17][CH2:16][N:15]([CH2:18][CH2:19][C:20](O)=[O:21])[CH2:14][CH2:13]1)(C(C)(C)C)(C)C.CN(C(ON1N=NC2C=CC=NC1=2)=[N+](C)C)C.F[P-](F)(F)(F)(F)F.C(N(CC)CC)C.[C:66]1([C:74]2[CH:79]=[CH:78][CH:77]=[CH:76][CH:75]=2)[CH:71]=[CH:70][CH:69]=[CH:68][C:67]=1[CH2:72][NH2:73]. (2) Given the product [NH2:18][C:17]1[C:16]([C:19]#[N:20])=[C:15]([N:21]2[CH2:26][CH2:25][CH2:24][C@@H:23]([NH:27][C:28]([O:30][C:31]([CH3:34])([CH3:33])[CH3:32])=[O:29])[CH2:22]2)[N:6]([CH2:7][C:8]2[CH:13]=[CH:12][CH:11]=[CH:10][C:9]=2[Cl:14])[C:5]=1[C:4]([O:3][CH2:1][CH3:2])=[O:35], predict the reactants needed to synthesize it. The reactants are: [CH2:1]([O:3][C:4](=[O:35])[CH2:5][N:6]([C:15]([N:21]1[CH2:26][CH2:25][CH2:24][C@@H:23]([NH:27][C:28]([O:30][C:31]([CH3:34])([CH3:33])[CH3:32])=[O:29])[CH2:22]1)=[C:16]([C:19]#[N:20])[C:17]#[N:18])[CH2:7][C:8]1[CH:13]=[CH:12][CH:11]=[CH:10][C:9]=1[Cl:14])[CH3:2].[H-].[Na+].O.